From a dataset of Full USPTO retrosynthesis dataset with 1.9M reactions from patents (1976-2016). Predict the reactants needed to synthesize the given product. (1) The reactants are: [CH2:1]([N:3]1[C:8]([CH3:9])=[C:7]([C:10]#[N:11])[CH:6]([C:12]2[CH:17]=[CH:16][C:15](F)=[C:14]([C:19]#[N:20])[CH:13]=2)[C:5]([C:21]#[N:22])=[C:4]1[CH3:23])[CH3:2].O.[NH2:25][NH2:26]. Given the product [CH2:1]([N:3]1[C:8]([CH3:9])=[C:7]([C:10]#[N:11])[CH:6]([C:12]2[CH:13]=[C:14]3[C:15](=[CH:16][CH:17]=2)[NH:26][N:25]=[C:19]3[NH2:20])[C:5]([C:21]#[N:22])=[C:4]1[CH3:23])[CH3:2], predict the reactants needed to synthesize it. (2) Given the product [NH2:44][CH2:43][C@H:40]1[CH2:39][CH2:38][C@H:37]([C:35]([NH:34][C@H:19]([C:20](=[O:33])[NH:21][C:22]2[CH:27]=[CH:26][C:25]([C:28]3[N:29]=[N:30][NH:31][N:32]=3)=[CH:24][CH:23]=2)[CH2:18][C:15]2[CH:14]=[CH:13][C:12]([C:3]3[CH:4]=[CH:5][C:6]([C:8]([NH:9][CH3:10])=[O:11])=[CH:7][C:2]=3[CH3:1])=[CH:17][CH:16]=2)=[O:36])[CH2:42][CH2:41]1, predict the reactants needed to synthesize it. The reactants are: [CH3:1][C:2]1[CH:7]=[C:6]([C:8](=[O:11])[NH:9][CH3:10])[CH:5]=[CH:4][C:3]=1[C:12]1[CH:17]=[CH:16][C:15]([CH2:18][C@H:19]([NH:34][C:35]([C@H:37]2[CH2:42][CH2:41][C@H:40]([CH2:43][NH:44]C(=O)OC(C)(C)C)[CH2:39][CH2:38]2)=[O:36])[C:20](=[O:33])[NH:21][C:22]2[CH:27]=[CH:26][C:25]([C:28]3[N:29]=[N:30][NH:31][N:32]=3)=[CH:24][CH:23]=2)=[CH:14][CH:13]=1.Cl. (3) Given the product [C:14]([Si:18]([CH3:25])([CH3:24])[O:19][CH:20]1[CH2:23][N:22]([C:2]2[CH:7]=[CH:6][C:5]([C@@H:8]([NH:10][C:11](=[O:13])[CH3:12])[CH3:9])=[CH:4][CH:3]=2)[CH2:21]1)([CH3:17])([CH3:16])[CH3:15], predict the reactants needed to synthesize it. The reactants are: Br[C:2]1[CH:7]=[CH:6][C:5]([C@@H:8]([NH:10][C:11](=[O:13])[CH3:12])[CH3:9])=[CH:4][CH:3]=1.[C:14]([Si:18]([CH3:25])([CH3:24])[O:19][CH:20]1[CH2:23][NH:22][CH2:21]1)([CH3:17])([CH3:16])[CH3:15].CC([O-])(C)C.[Na+].C(P(C(C)(C)C)C1C=CC=CC=1C1C=CC=CC=1)(C)(C)C. (4) Given the product [C:7]([O:11][C:12](=[O:21])[NH:13][C@H:14]([CH3:15])[CH2:16][N:17]([CH3:18])[CH3:19])([CH3:10])([CH3:9])[CH3:8], predict the reactants needed to synthesize it. The reactants are: [H-].[Al+3].[Li+].[H-].[H-].[H-].[C:7]([O:11][C:12](=[O:21])[NH:13][C@@H:14]([C:16](=O)[N:17]([CH3:19])[CH3:18])[CH3:15])([CH3:10])([CH3:9])[CH3:8]. (5) Given the product [CH3:23][O:22][C:20]([NH:19][CH:15]([CH:16]([CH3:18])[CH3:17])[C:14]([N:7]1[CH:6]([C:4]([OH:5])=[O:3])[CH2:13][C:9]2([CH2:12][CH2:11][CH2:10]2)[O:8]1)=[O:24])=[O:21], predict the reactants needed to synthesize it. The reactants are: C([O:3][C:4]([CH:6]1[CH2:13][C:9]2([CH2:12][CH2:11][CH2:10]2)[O:8][N:7]1[C:14](=[O:24])[CH:15]([NH:19][C:20]([O:22][CH3:23])=[O:21])[CH:16]([CH3:18])[CH3:17])=[O:5])C.[OH-].[Li+]. (6) Given the product [S:8]([O:12][N:13]1[C:19](=[O:20])[N:18]2[CH2:21][C@H:14]1[CH2:15][CH2:16][C@H:17]2[CH2:22][NH2:23])([OH:11])(=[O:9])=[O:10], predict the reactants needed to synthesize it. The reactants are: FC(F)(F)C(O)=O.[S:8]([O:12][N:13]1[C:19](=[O:20])[N:18]2[CH2:21][CH:14]1[CH2:15][CH2:16][CH:17]2[CH2:22][NH2:23])([OH:11])(=[O:10])=[O:9].